This data is from Full USPTO retrosynthesis dataset with 1.9M reactions from patents (1976-2016). The task is: Predict the reactants needed to synthesize the given product. The reactants are: [Cl:1][C:2]1[N:10]=[C:9](Cl)[C:8]([F:12])=[CH:7][C:3]=1[C:4]([OH:6])=[O:5].[OH-:13].[Na+].Cl. Given the product [Cl:1][C:2]1[NH:10][C:9](=[O:13])[C:8]([F:12])=[CH:7][C:3]=1[C:4]([OH:6])=[O:5], predict the reactants needed to synthesize it.